This data is from Peptide-MHC class II binding affinity with 134,281 pairs from IEDB. The task is: Regression. Given a peptide amino acid sequence and an MHC pseudo amino acid sequence, predict their binding affinity value. This is MHC class II binding data. (1) The peptide sequence is VSDPSKLNNQFGSMP. The MHC is DRB1_0101 with pseudo-sequence DRB1_0101. The binding affinity (normalized) is 0.198. (2) The peptide sequence is VLERYLLEAKEAENI. The MHC is DRB5_0101 with pseudo-sequence DRB5_0101. The binding affinity (normalized) is 0.186. (3) The peptide sequence is TKLDSEIKSWLAFAA. The MHC is DRB4_0101 with pseudo-sequence DRB4_0103. The binding affinity (normalized) is 0.534.